Task: Predict the reaction yield, written as a fraction of the theoretical maximum amount of product (1.0 means a 100% yield; for example, 0.34 means a 34% yield).. Dataset: Reaction yield outcomes from USPTO patents with 853,638 reactions (1) The reactants are Br[C:2]1[CH:3]=[C:4]([NH:10][C:11]2[CH:16]=[CH:15][C:14]([N:17]3[CH2:20][CH:19]([OH:21])[CH2:18]3)=[CH:13][N:12]=2)[C:5](=[O:9])[N:6]([CH3:8])[CH:7]=1.C([O:25][CH2:26][C:27]1[C:32](B2OC(C)(C)C(C)(C)O2)=[CH:31][CH:30]=[CH:29][C:28]=1[N:42]1[CH2:50][C:49]2[C:44](=[CH:45][CH:46]=[C:47]([C:51]([CH3:54])([CH3:53])[CH3:52])[CH:48]=2)[C:43]1=[O:55])(=O)C.C(=O)([O-])[O-].[Na+].[Na+].C(=O)([O-])[O-].[K+].[K+]. The catalyst is C1C=CC([P]([Pd]([P](C2C=CC=CC=2)(C2C=CC=CC=2)C2C=CC=CC=2)([P](C2C=CC=CC=2)(C2C=CC=CC=2)C2C=CC=CC=2)[P](C2C=CC=CC=2)(C2C=CC=CC=2)C2C=CC=CC=2)(C2C=CC=CC=2)C2C=CC=CC=2)=CC=1.O.O1CCOCC1. The product is [C:51]([C:47]1[CH:48]=[C:49]2[C:44](=[CH:45][CH:46]=1)[C:43](=[O:55])[N:42]([C:28]1[CH:29]=[CH:30][CH:31]=[C:32]([C:2]3[CH:3]=[C:4]([NH:10][C:11]4[CH:16]=[CH:15][C:14]([N:17]5[CH2:20][CH:19]([OH:21])[CH2:18]5)=[CH:13][N:12]=4)[C:5](=[O:9])[N:6]([CH3:8])[CH:7]=3)[C:27]=1[CH2:26][OH:25])[CH2:50]2)([CH3:54])([CH3:52])[CH3:53]. The yield is 0.210. (2) The reactants are [CH3:1][C:2]([CH3:18])([CH2:7][O:8][C:9]1[C:10]([N+:15]([O-])=O)=[N:11][CH:12]=[CH:13][CH:14]=1)[C:3]([O:5][CH3:6])=[O:4]. The catalyst is CO.[Pd]. The product is [CH3:1][C:2]([CH3:18])([CH2:7][O:8][C:9]1[C:10]([NH2:15])=[N:11][CH:12]=[CH:13][CH:14]=1)[C:3]([O:5][CH3:6])=[O:4]. The yield is 1.00.